Task: Predict the reaction yield, written as a fraction of the theoretical maximum amount of product (1.0 means a 100% yield; for example, 0.34 means a 34% yield).. Dataset: Reaction yield outcomes from USPTO patents with 853,638 reactions (1) The reactants are [Br:1][C:2]1[C:11]2[C:6](=[CH:7][CH:8]=[CH:9][CH:10]=2)[C:5](=[O:12])[NH:4][N:3]=1.[H-].[Na+].[CH2:15](Br)[C:16]1[CH:21]=[CH:20][CH:19]=[CH:18][CH:17]=1. The catalyst is CN(C)C=O. The product is [CH2:15]([N:4]1[N:3]=[C:2]([Br:1])[C:11]2[C:6](=[CH:7][CH:8]=[CH:9][CH:10]=2)[C:5]1=[O:12])[C:16]1[CH:21]=[CH:20][CH:19]=[CH:18][CH:17]=1. The yield is 0.560. (2) The reactants are [OH:1][C:2]1[CH:7]=[C:6]([OH:8])[CH:5]=[CH:4][C:3]=1[CH2:9][CH2:10][CH2:11][NH:12][C:13](=[O:18])[C:14]([F:17])([F:16])[F:15].[C:19]1(=[O:29])[O:24][C:22](=[O:23])[C:21]2=[CH:25][CH:26]=[CH:27][CH:28]=[C:20]12.[Cl-].[Al+3].[Cl-].[Cl-]. The catalyst is ClC(Cl)C. The product is [OH:8][C:6]1[CH:7]=[C:2]([OH:1])[C:3]([CH2:9][CH2:10][CH2:11][NH:12][C:13](=[O:18])[C:14]([F:15])([F:16])[F:17])=[CH:4][C:5]=1[C:19]([C:20]1[CH:28]=[CH:27][CH:26]=[CH:25][C:21]=1[C:22]([OH:24])=[O:23])=[O:29]. The yield is 0.340. (3) The reactants are Br[CH2:2][CH2:3][CH2:4][CH2:5][C:6]([C:8]1[O:9][C:10]([C:13]2[CH:18]=[CH:17][CH:16]=[CH:15][N:14]=2)=[CH:11][N:12]=1)=[O:7].[CH3:19][NH:20][CH2:21][C:22]1[CH:27]=[CH:26][CH:25]=[CH:24][CH:23]=1.C([O-])([O-])=O.[K+].[K+]. The catalyst is CC(=O)CC.O. The product is [CH2:21]([N:20]([CH3:19])[CH2:2][CH2:3][CH2:4][CH2:5][C:6]([C:8]1[O:9][C:10]([C:13]2[CH:18]=[CH:17][CH:16]=[CH:15][N:14]=2)=[CH:11][N:12]=1)=[O:7])[C:22]1[CH:27]=[CH:26][CH:25]=[CH:24][CH:23]=1. The yield is 0.440. (4) The reactants are CS[C:3]1[N:4]=[N:5][C:6]([C:20]#[N:21])=[C:7]([N:9]2[CH2:15][CH2:14][C:13]3[CH:16]=[CH:17][CH:18]=[CH:19][C:12]=3[CH2:11][CH2:10]2)[N:8]=1.ClC1C=CC=C(C(OO)=O)C=1.CS(C1N=NC(C#N)=C(N2CCC3C=CC=CC=3CC2)N=1)(=O)=O.[NH2:56][CH2:57][CH2:58][C:59]1[CH:60]=[N:61][CH:62]=[CH:63][CH:64]=1. The catalyst is ClCCl.O1CCOCC1. The product is [N:61]1[CH:62]=[CH:63][CH:64]=[C:59]([CH2:58][CH2:57][NH:56][C:3]2[N:4]=[N:5][C:6]([C:20]#[N:21])=[C:7]([N:9]3[CH2:15][CH2:14][C:13]4[CH:16]=[CH:17][CH:18]=[CH:19][C:12]=4[CH2:11][CH2:10]3)[N:8]=2)[CH:60]=1. The yield is 0.370. (5) The reactants are Cl[C:2]1[N:7]=[CH:6][C:5]([C:8]2[CH:13]=[CH:12][N:11]=[C:10]([NH:14][C:15]3[CH:16]=[C:17]([NH:22][C:23](=[O:34])[C:24]4[CH:29]=[CH:28][CH:27]=[C:26]([C:30]([F:33])([F:32])[F:31])[CH:25]=4)[CH:18]=[CH:19][C:20]=3[CH3:21])[N:9]=2)=[CH:4][CH:3]=1.[CH2:35]([N:37]([CH2:42][CH3:43])[CH2:38][CH2:39][CH2:40][NH2:41])[CH3:36]. The catalyst is O. The yield is 1.00. The product is [CH2:35]([N:37]([CH2:42][CH3:43])[CH2:38][CH2:39][CH2:40][NH:41][C:2]1[N:7]=[CH:6][C:5]([C:8]2[CH:13]=[CH:12][N:11]=[C:10]([NH:14][C:15]3[CH:16]=[C:17]([NH:22][C:23](=[O:34])[C:24]4[CH:29]=[CH:28][CH:27]=[C:26]([C:30]([F:33])([F:31])[F:32])[CH:25]=4)[CH:18]=[CH:19][C:20]=3[CH3:21])[N:9]=2)=[CH:4][CH:3]=1)[CH3:36]. (6) The reactants are [N+:1]([CH:4]=[CH:5][C:6]1[CH:11]=[CH:10][C:9]([C:12]([F:15])([F:14])[F:13])=[CH:8][CH:7]=1)([O-])=O.[H-].[H-].[H-].[H-].[Li+].[Al+3]. The catalyst is C1COCC1. The product is [F:13][C:12]([F:14])([F:15])[C:9]1[CH:8]=[CH:7][C:6]([CH2:5][CH2:4][NH2:1])=[CH:11][CH:10]=1. The yield is 0.968. (7) The product is [CH2:1]([O:3][C:4]([CH:6]1[CH2:8][CH:7]1[CH2:9][C:10]1[N:18]2[C:13]([C:14]([NH2:19])=[N:15][CH:16]=[N:17]2)=[C:12]([C:32]2[CH:33]=[CH:34][C:35]3[C:30]([CH:31]=2)=[N:29][N:28]([CH2:21][C:22]2[CH:27]=[CH:26][CH:25]=[CH:24][CH:23]=2)[CH:36]=3)[CH:11]=1)=[O:5])[CH3:2]. The catalyst is CN(C=O)C.C1C=CC([P]([Pd]([P](C2C=CC=CC=2)(C2C=CC=CC=2)C2C=CC=CC=2)([P](C2C=CC=CC=2)(C2C=CC=CC=2)C2C=CC=CC=2)[P](C2C=CC=CC=2)(C2C=CC=CC=2)C2C=CC=CC=2)(C2C=CC=CC=2)C2C=CC=CC=2)=CC=1. The yield is 0.540. The reactants are [CH2:1]([O:3][C:4]([CH:6]1[CH2:8][CH:7]1[CH2:9][C:10]1[N:18]2[C:13]([C:14]([NH2:19])=[N:15][CH:16]=[N:17]2)=[C:12](Br)[CH:11]=1)=[O:5])[CH3:2].[CH2:21]([N:28]1[CH:36]=[C:35]2[C:30]([CH:31]=[C:32](B3OC(C)(C)C(C)(C)O3)[CH:33]=[CH:34]2)=[N:29]1)[C:22]1[CH:27]=[CH:26][CH:25]=[CH:24][CH:23]=1.C([O-])([O-])=O.[Na+].[Na+].